Dataset: Full USPTO retrosynthesis dataset with 1.9M reactions from patents (1976-2016). Task: Predict the reactants needed to synthesize the given product. (1) Given the product [Br:1][C:2]1[CH:9]=[CH:8][C:5]([CH:6]=[CH:22][N+:19]([O-:21])=[O:20])=[C:4]([Cl:10])[CH:3]=1, predict the reactants needed to synthesize it. The reactants are: [Br:1][C:2]1[CH:9]=[CH:8][C:5]([CH:6]=O)=[C:4]([Cl:10])[CH:3]=1.Cl.CN.CC([O-])=O.[Na+].[N+:19]([CH3:22])([O-:21])=[O:20]. (2) Given the product [CH2:6]([N:13]1[CH2:14][CH2:15][N:16]([C:19]2[NH:21][C:51]([C:53]3[CH:58]=[CH:57][C:56]([F:59])=[C:55]([C:60]([F:63])([F:61])[F:62])[CH:54]=3)=[CH:50][N:20]=2)[CH2:17][CH2:18]1)[C:7]1[CH:12]=[CH:11][CH:10]=[CH:9][CH:8]=1, predict the reactants needed to synthesize it. The reactants are: S(O)(O)(=O)=O.[CH2:6]([N:13]1[CH2:18][CH2:17][N:16]([C:19]([NH2:21])=[NH:20])[CH2:15][CH2:14]1)[C:7]1[CH:12]=[CH:11][CH:10]=[CH:9][CH:8]=1.[CH2:6]([N:13]1[CH2:14][CH2:15][N:16]([C:19]([NH2:21])=[NH:20])[CH2:17][CH2:18]1)[C:7]1[CH:12]=[CH:11][CH:10]=[CH:9][CH:8]=1.C(=O)([O-])[O-].[Na+].[Na+].CN(C)C=O.Br[CH2:50][C:51]([C:53]1[CH:58]=[CH:57][C:56]([F:59])=[C:55]([C:60]([F:63])([F:62])[F:61])[CH:54]=1)=O. (3) Given the product [C:23]1([CH:22]([C:2]2[CH:10]=[C:9]3[C:5]([C:6]([C:11]4[CH:16]=[CH:15][CH:14]=[CH:13][CH:12]=4)=[N:7][NH:8]3)=[CH:4][CH:3]=2)[OH:29])[CH:28]=[CH:27][CH:26]=[CH:25][CH:24]=1, predict the reactants needed to synthesize it. The reactants are: Br[C:2]1[CH:10]=[C:9]2[C:5]([C:6]([C:11]3[CH:16]=[CH:15][CH:14]=[CH:13][CH:12]=3)=[N:7][NH:8]2)=[CH:4][CH:3]=1.C([Li])CCC.[CH:22](=[O:29])[C:23]1[CH:28]=[CH:27][CH:26]=[CH:25][CH:24]=1. (4) Given the product [CH3:33][C:32]1[C:15]2=[C:16]3[C:20](=[CH:21][CH:22]=[C:14]2[O:13][CH2:36][CH2:37][N:38]=1)[N:19]([S:23]([C:26]1[CH:27]=[CH:28][CH:29]=[CH:30][CH:31]=1)(=[O:25])=[O:24])[CH:18]=[CH:17]3, predict the reactants needed to synthesize it. The reactants are: N(C(N(C)C)=O)=NC(N(C)C)=O.[OH:13][C:14]1[C:15]([C:32](=O)[CH3:33])=[C:16]2[C:20](=[CH:21][CH:22]=1)[N:19]([S:23]([C:26]1[CH:31]=[CH:30][CH:29]=[CH:28][CH:27]=1)(=[O:25])=[O:24])[CH:18]=[CH:17]2.O[CH2:36][CH2:37][NH:38]C(=O)OC(C)(C)C.C1(P(C2C=CC=CC=2)C2C=CC=CC=2)C=CC=CC=1.C(O)(C(F)(F)F)=O. (5) Given the product [NH2:1][C:2]1[C:3]([C:9]([NH:11][CH3:12])=[O:10])=[N:4][C:5]([C:20]2[CH:21]=[N:22][N:23]([CH2:25][CH2:26][CH2:27][CH2:28][OH:29])[CH:24]=2)=[CH:6][CH:7]=1, predict the reactants needed to synthesize it. The reactants are: [NH2:1][C:2]1[C:3]([C:9]([NH:11][CH3:12])=[O:10])=[N:4][C:5](Br)=[CH:6][CH:7]=1.NC1C(C(OCC)=O)=NC([C:20]2[CH:21]=[N:22][N:23]([CH2:25][CH2:26][CH2:27][CH2:28][OH:29])[CH:24]=2)=CC=1. (6) Given the product [F:70][C:71]1[CH:72]=[C:73]([N:74]([CH3:75])[C:34]([CH:11]2[C@H:10]([OH:9])[C@H:14]([OH:15])[C@@H:13]([CH2:24][OH:25])[O:12]2)=[O:36])[CH:76]=[CH:77][CH:78]=1, predict the reactants needed to synthesize it. The reactants are: C([O:9][C@@H:10]1[C@H:14]([O:15]C(=O)C2C=CC=CC=2)[C@@H:13]([CH2:24][O:25]C(=O)C2C=CC=CC=2)[O:12][CH:11]1[C:34]([OH:36])=O)(=O)C1C=CC=CC=1.C1(P(C2C=CC=CC=2)C2C=CC=CC=2)C=CC=CC=1.C1C=C(SSC2N=CC=CC=2)N=CC=1.[F:70][C:71]1[CH:72]=[C:73]([CH:76]=[CH:77][CH:78]=1)[NH:74][CH3:75]. (7) Given the product [Cl:25][C:23]1[CH:24]=[C:19]([NH:10][C:7]2[CH:8]=[CH:9][C:4]([O:3][CH2:2][CH3:1])=[CH:5][CH:6]=2)[C:20]2[N:21]([C:26]([CH3:29])=[CH:27][N:28]=2)[N:22]=1, predict the reactants needed to synthesize it. The reactants are: [CH3:1][CH2:2][O:3][C:4]1[CH:5]=[CH:6][C:7]([NH2:10])=[CH:8][CH:9]=1.C(N(CC)CC)C.Br[C:19]1[C:20]2[N:21]([C:26]([CH3:29])=[CH:27][N:28]=2)[N:22]=[C:23]([Cl:25])[CH:24]=1.ClC1C=C(Cl)C2N(C(C)=CN=2)N=1. (8) Given the product [C:33]([O:32][C:30]([NH:29][C:24]1[CH:25]=[CH:26][CH:27]=[CH:28][C:23]=1[NH:22][C:21](/[CH:20]=[CH:19]/[C:16]1[CH:15]=[CH:14][C:13]([CH:4]([CH2:5][CH2:6][CH:7]2[CH2:11][CH2:10][CH2:9][N:8]2[CH3:12])[C:3]([OH:38])=[O:2])=[CH:18][CH:17]=1)=[O:37])=[O:31])([CH3:36])([CH3:35])[CH3:34], predict the reactants needed to synthesize it. The reactants are: C[O:2][C:3](=[O:38])[CH:4]([C:13]1[CH:18]=[CH:17][C:16](/[CH:19]=[CH:20]/[C:21](=[O:37])[NH:22][C:23]2[CH:28]=[CH:27][CH:26]=[CH:25][C:24]=2[NH:29][C:30]([O:32][C:33]([CH3:36])([CH3:35])[CH3:34])=[O:31])=[CH:15][CH:14]=1)[CH2:5][CH2:6][CH:7]1[CH2:11][CH2:10][CH2:9][N:8]1[CH3:12].[Li+].[OH-].Cl. (9) Given the product [CH2:1]([O:3][C:4]([C:6]1[C:14]2[C:9](=[CH:10][CH:11]=[C:12]([O:15][C:38]3[CH:37]=[CH:36][CH:35]=[C:34]([Cl:33])[CH:39]=3)[CH:13]=2)[N:8]([C:16]2[CH:21]=[CH:20][C:19]([N:22]([CH2:25][CH3:26])[CH2:23][CH3:24])=[CH:18][CH:17]=2)[C:7]=1[CH2:27][C:28]([O:30][CH2:31][CH3:32])=[O:29])=[O:5])[CH3:2], predict the reactants needed to synthesize it. The reactants are: [CH2:1]([O:3][C:4]([C:6]1[C:14]2[C:9](=[CH:10][CH:11]=[C:12]([OH:15])[CH:13]=2)[N:8]([C:16]2[CH:21]=[CH:20][C:19]([N:22]([CH2:25][CH3:26])[CH2:23][CH3:24])=[CH:18][CH:17]=2)[C:7]=1[CH2:27][C:28]([O:30][CH2:31][CH3:32])=[O:29])=[O:5])[CH3:2].[Cl:33][C:34]1[CH:35]=[C:36](B(O)O)[CH:37]=[CH:38][CH:39]=1. (10) Given the product [CH3:1][Si:2]([CH3:9])([CH3:8])[C:3]#[C:4][CH:5]=[CH:6][C:11]#[C:10][C:12]1[CH:19]=[CH:18][CH:17]=[CH:16][C:13]=1[C:14]#[N:15], predict the reactants needed to synthesize it. The reactants are: [CH3:1][Si:2]([CH3:9])([CH3:8])[C:3]#[C:4][CH:5]=[CH:6]Cl.[C:10]([C:12]1[CH:19]=[CH:18][CH:17]=[CH:16][C:13]=1[C:14]#[N:15])#[CH:11].